Dataset: Full USPTO retrosynthesis dataset with 1.9M reactions from patents (1976-2016). Task: Predict the reactants needed to synthesize the given product. Given the product [CH2:12]([O:19][C:20]1[CH:21]=[CH:22][C:23]([CH:24]([C:11]2[N:7]([CH3:6])[N:8]=[N:9][CH:10]=2)[OH:25])=[CH:26][CH:27]=1)[C:13]1[CH:14]=[CH:15][CH:16]=[CH:17][CH:18]=1, predict the reactants needed to synthesize it. The reactants are: [Li]CCCC.[CH3:6][N:7]1[CH:11]=[CH:10][N:9]=[N:8]1.[CH2:12]([O:19][C:20]1[CH:27]=[CH:26][C:23]([CH:24]=[O:25])=[CH:22][CH:21]=1)[C:13]1[CH:18]=[CH:17][CH:16]=[CH:15][CH:14]=1.